The task is: Regression. Given two drug SMILES strings and cell line genomic features, predict the synergy score measuring deviation from expected non-interaction effect.. This data is from NCI-60 drug combinations with 297,098 pairs across 59 cell lines. Drug 1: CC1=C(C(=O)C2=C(C1=O)N3CC4C(C3(C2COC(=O)N)OC)N4)N. Drug 2: C1CCC(C(C1)N)N.C(=O)(C(=O)[O-])[O-].[Pt+4]. Cell line: OVCAR-5. Synergy scores: CSS=5.46, Synergy_ZIP=-8.04, Synergy_Bliss=-10.9, Synergy_Loewe=-15.0, Synergy_HSA=-11.0.